Dataset: Full USPTO retrosynthesis dataset with 1.9M reactions from patents (1976-2016). Task: Predict the reactants needed to synthesize the given product. (1) Given the product [OH:1][C@@:2]1([C:31]([F:34])([F:33])[F:32])[C:14]2[CH:13]=[C:12]([O:15][CH2:16][C@H:17]([OH:19])[CH3:18])[CH:11]=[C:10]([C:20]3[CH:21]=[N:22][N:23]([C:25]([CH3:30])([CH3:29])[C:26]([NH2:40])=[O:27])[CH:24]=3)[C:9]=2[C:8]2[C:3]1=[CH:4][CH:5]=[CH:6][CH:7]=2, predict the reactants needed to synthesize it. The reactants are: [OH:1][C@@:2]1([C:31]([F:34])([F:33])[F:32])[C:14]2[CH:13]=[C:12]([O:15][CH2:16][C@H:17]([OH:19])[CH3:18])[CH:11]=[C:10]([C:20]3[CH:21]=[N:22][N:23]([C:25]([CH3:30])([CH3:29])[C:26](O)=[O:27])[CH:24]=3)[C:9]=2[C:8]2[C:3]1=[CH:4][CH:5]=[CH:6][CH:7]=2.[Cl-].[NH4+].C([N:40](C(C)C)CC)(C)C.CN(C(ON1N=NC2C=CC=NC1=2)=[N+](C)C)C.F[P-](F)(F)(F)(F)F. (2) The reactants are: Cl[C:2]1[CH:7]=[C:6]([Cl:8])[N:5]=[C:4]([NH2:9])[N:3]=1.[CH:10]1([C@@H:13]([NH2:15])[CH3:14])[CH2:12][CH2:11]1.CCN(C(C)C)C(C)C. Given the product [Cl:8][C:6]1[N:5]=[C:4]([NH2:9])[N:3]=[C:2]([NH:15][C@H:13]([CH:10]2[CH2:12][CH2:11]2)[CH3:14])[CH:7]=1, predict the reactants needed to synthesize it. (3) Given the product [F:18][C:19]1[CH:30]=[CH:29][C:22]2[NH:23][C:24]([CH:26]([NH:28][C:5](=[O:7])[C:4]3[CH:8]=[CH:9][C:10]([C:11]([N:13]4[CH2:17][CH2:16][CH2:15][CH2:14]4)=[O:12])=[C:2]([CH3:1])[CH:3]=3)[CH3:27])=[N:25][C:21]=2[CH:20]=1, predict the reactants needed to synthesize it. The reactants are: [CH3:1][C:2]1[CH:3]=[C:4]([CH:8]=[CH:9][C:10]=1[C:11]([N:13]1[CH2:17][CH2:16][CH2:15][CH2:14]1)=[O:12])[C:5]([OH:7])=O.[F:18][C:19]1[CH:30]=[CH:29][C:22]2[NH:23][C:24]([CH:26]([NH2:28])[CH3:27])=[N:25][C:21]=2[CH:20]=1.C(N(CC)CC)C.CN(C(ON1N=NC2C=CC=CC1=2)=[N+](C)C)C.[B-](F)(F)(F)F. (4) Given the product [NH2:1][C:2]1[N:7]=[CH:6][C:5]([C:8]2[CH:13]=[CH:12][N:11]=[C:10]([NH:14][C:15]3[CH:20]=[CH:19][N:18]=[CH:17][N:16]=3)[CH:9]=2)=[CH:4][C:3]=1[C:21]([NH:23][C:24](=[NH:25])[NH2:26])=[O:22], predict the reactants needed to synthesize it. The reactants are: [NH2:1][C:2]1[N:7]=[CH:6][C:5]([C:8]2[CH:13]=[CH:12][N:11]=[C:10]([NH:14][C:15]3[CH:20]=[CH:19][N:18]=[CH:17][N:16]=3)[CH:9]=2)=[CH:4][C:3]=1[C:21]([NH:23][C:24]([NH:26]C(=O)OC(C)(C)C)=[NH:25])=[O:22].C(O)(C(F)(F)F)=O. (5) Given the product [CH3:1][C:2]1[S:6][C:5]([CH2:7][CH2:8][NH:9][C:10](=[O:12])[CH3:11])=[CH:4][CH:3]=1, predict the reactants needed to synthesize it. The reactants are: [CH3:1][C:2]1[S:6][C:5]([CH2:7][CH2:8][NH2:9])=[CH:4][CH:3]=1.[C:10](OC(=O)C)(=[O:12])[CH3:11]. (6) Given the product [CH2:16]([O:15][C:14]([NH:13][C@H:6]1[CH2:7][CH2:8][C@@H:9]([O:11][CH3:12])[CH2:10][C@H:5]1[CH2:4][NH:1][C:55](=[O:56])[O:54][C:50]([CH3:53])([CH3:52])[CH3:51])=[O:23])[C:17]1[CH:22]=[CH:21][CH:20]=[CH:19][CH:18]=1, predict the reactants needed to synthesize it. The reactants are: [N:1]([CH2:4][C@@H:5]1[CH2:10][C@H:9]([O:11][CH3:12])[CH2:8][CH2:7][C@@H:6]1[NH:13][C:14](=[O:23])[O:15][CH2:16][C:17]1[CH:22]=[CH:21][CH:20]=[CH:19][CH:18]=1)=[N+]=[N-].O.C1(P(C2C=CC=CC=2)C2C=CC=CC=2)C=CC=CC=1.C([O-])([O-])=O.[Na+].[Na+].[C:50]([O:54][C:55](O[C:55]([O:54][C:50]([CH3:53])([CH3:52])[CH3:51])=[O:56])=[O:56])([CH3:53])([CH3:52])[CH3:51]. (7) Given the product [Br:1][C:2]1[CH:12]=[CH:11][C:5]2[O:6][C:7]3[C:8](=[O:9])[NH:10][C:16]([CH2:17][N:30]4[CH2:31][CH2:32][CH:27]([N:24]5[CH2:23][CH2:22][O:21][CH2:26][CH2:25]5)[CH2:28][CH2:29]4)=[N:14][C:13]=3[C:4]=2[CH:3]=1, predict the reactants needed to synthesize it. The reactants are: [Br:1][C:2]1[CH:12]=[CH:11][C:5]([O:6][CH2:7][C:8]([NH2:10])=[O:9])=[C:4]([C:13]#[N:14])[CH:3]=1.N1CCC[CH2:17][CH2:16]1.[O:21]1[CH2:26][CH2:25][N:24]([CH:27]2[CH2:32][CH2:31][NH:30][CH2:29][CH2:28]2)[CH2:23][CH2:22]1.